This data is from Full USPTO retrosynthesis dataset with 1.9M reactions from patents (1976-2016). The task is: Predict the reactants needed to synthesize the given product. (1) Given the product [C:12]([O:11][C:5]1[CH:4]=[CH:3][C:2]([Br:1])=[CH:10][C:6]=1[C:7]([OH:9])=[O:8])(=[O:14])[CH3:13], predict the reactants needed to synthesize it. The reactants are: [Br:1][C:2]1[CH:10]=[C:6]([C:7]([OH:9])=[O:8])[C:5]([OH:11])=[CH:4][CH:3]=1.[C:12](OC(=O)C)(=[O:14])[CH3:13].OS(O)(=O)=O. (2) Given the product [F:28][C:15]1([F:14])[CH2:16][N:17]([C:19]([C:21]2[CH:26]=[CH:25][C:24]([N:6]3[C:5]4[CH2:8][O:9][CH2:10][CH2:11][C:4]=4[C:3]([C:2]([F:12])([F:1])[F:13])=[N:7]3)=[CH:23][CH:22]=2)=[O:20])[CH2:18]1, predict the reactants needed to synthesize it. The reactants are: [F:1][C:2]([F:13])([F:12])[C:3]1[C:4]2[CH2:11][CH2:10][O:9][CH2:8][C:5]=2[NH:6][N:7]=1.[F:14][C:15]1([F:28])[CH2:18][N:17]([C:19]([C:21]2[CH:26]=[CH:25][C:24](I)=[CH:23][CH:22]=2)=[O:20])[CH2:16]1.